Dataset: Forward reaction prediction with 1.9M reactions from USPTO patents (1976-2016). Task: Predict the product of the given reaction. (1) Given the reactants [OH:1][C:2]1[CH:3]=[C:4]([CH2:8][CH2:9][CH2:10][NH:11][C:12]2[N:17]=[C:16]([CH3:18])[C:15]([C:19]([NH:21][C@@H:22]([CH2:26][NH:27][C:28]([C:30]3[S:31][CH:32]=[CH:33][CH:34]=3)=[O:29])[C:23]([OH:25])=[O:24])=[O:20])=[C:14]([CH3:35])[N:13]=2)[CH:5]=[CH:6][CH:7]=1.S(Cl)(Cl)=O.[CH2:40](O)[C:41]([CH3:44])([CH3:43])[CH3:42], predict the reaction product. The product is: [CH3:40][C:41]([CH3:44])([CH3:43])[CH2:42][O:24][C:23](=[O:25])[C@@H:22]([NH:21][C:19]([C:15]1[C:16]([CH3:18])=[N:17][C:12]([NH:11][CH2:10][CH2:9][CH2:8][C:4]2[CH:5]=[CH:6][CH:7]=[C:2]([OH:1])[CH:3]=2)=[N:13][C:14]=1[CH3:35])=[O:20])[CH2:26][NH:27][C:28]([C:30]1[S:31][CH:32]=[CH:33][CH:34]=1)=[O:29]. (2) Given the reactants C[Si](C)(C)CCOC[N:7](COCC[Si](C)(C)C)[C:8]1[N:13]2[N:14]=[CH:15][C:16]([C:17]3[CH:18]=[N:19][C:20]([C:23]4[CH:28]=[CH:27][CH:26]=[CH:25][CH:24]=4)=[CH:21][CH:22]=3)=[C:12]2[N:11]=[C:10]([CH:29]2[CH2:34][CH2:33][C:32]([CH2:36][OH:37])([OH:35])[CH2:31][CH2:30]2)[C:9]=1[Br:38].C(O)(C(F)(F)F)=O.O, predict the reaction product. The product is: [NH2:7][C:8]1[N:13]2[N:14]=[CH:15][C:16]([C:17]3[CH:18]=[N:19][C:20]([C:23]4[CH:24]=[CH:25][CH:26]=[CH:27][CH:28]=4)=[CH:21][CH:22]=3)=[C:12]2[N:11]=[C:10]([CH:29]2[CH2:34][CH2:33][C:32]([CH2:36][OH:37])([OH:35])[CH2:31][CH2:30]2)[C:9]=1[Br:38].